Dataset: Peptide-MHC class I binding affinity with 185,985 pairs from IEDB/IMGT. Task: Regression. Given a peptide amino acid sequence and an MHC pseudo amino acid sequence, predict their binding affinity value. This is MHC class I binding data. (1) The peptide sequence is FLPPQIPVI. The MHC is HLA-A11:01 with pseudo-sequence HLA-A11:01. The binding affinity (normalized) is 0.0847. (2) The peptide sequence is RSNTTGKLI. The MHC is HLA-A02:01 with pseudo-sequence HLA-A02:01. The binding affinity (normalized) is 0. (3) The peptide sequence is TLIDFYLCFL. The MHC is HLA-A02:06 with pseudo-sequence HLA-A02:06. The binding affinity (normalized) is 0.898. (4) The peptide sequence is ELLRPTTLV. The MHC is HLA-A02:06 with pseudo-sequence HLA-A02:06. The binding affinity (normalized) is 0.294. (5) The peptide sequence is LVNSIQRRT. The MHC is H-2-Db with pseudo-sequence H-2-Db. The binding affinity (normalized) is 0. (6) The peptide sequence is LHDAIMVEL. The MHC is HLA-A11:01 with pseudo-sequence HLA-A11:01. The binding affinity (normalized) is 0.0847.